Dataset: Forward reaction prediction with 1.9M reactions from USPTO patents (1976-2016). Task: Predict the product of the given reaction. (1) The product is: [CH3:25][S:26]([C:29]1[CH:34]=[C:33]([C:2]2[CH:7]=[CH:6][C:5]([CH:8]([C:19]3[CH:24]=[CH:23][CH:22]=[CH:21][CH:20]=3)[CH2:9]/[C:10](/[C:13]3[CH:18]=[CH:17][N:16]=[CH:15][CH:14]=3)=[N:11]\[OH:12])=[CH:4][CH:3]=2)[CH:32]=[CH:31][CH:30]=1)(=[O:28])=[O:27]. Given the reactants Br[C:2]1[CH:7]=[CH:6][C:5]([CH:8]([C:19]2[CH:24]=[CH:23][CH:22]=[CH:21][CH:20]=2)[CH2:9]/[C:10](/[C:13]2[CH:18]=[CH:17][N:16]=[CH:15][CH:14]=2)=[N:11]\[OH:12])=[CH:4][CH:3]=1.[CH3:25][S:26]([C:29]1[CH:30]=[C:31](B(O)O)[CH:32]=[CH:33][CH:34]=1)(=[O:28])=[O:27].C(=O)([O-])[O-].[K+].[K+].O, predict the reaction product. (2) Given the reactants [Cl:1][C:2]1[CH:7]=[CH:6][CH:5]=[CH:4][C:3]=1[N:8]1[CH:12]([C:13](O)=[O:14])[CH2:11][N:10]([S:16]([CH:19]([CH3:21])[CH3:20])(=[O:18])=[O:17])[C:9]1=[O:22].[CH3:23][C:24]1[C:25]([N:31]2[CH2:36][CH2:35][NH:34][CH2:33][CH2:32]2)=[N:26][C:27]([CH3:30])=[CH:28][N:29]=1, predict the reaction product. The product is: [Cl:1][C:2]1[CH:7]=[CH:6][CH:5]=[CH:4][C:3]=1[N:8]1[CH:12]([C:13]([N:34]2[CH2:35][CH2:36][N:31]([C:25]3[C:24]([CH3:23])=[N:29][CH:28]=[C:27]([CH3:30])[N:26]=3)[CH2:32][CH2:33]2)=[O:14])[CH2:11][N:10]([S:16]([CH:19]([CH3:21])[CH3:20])(=[O:17])=[O:18])[C:9]1=[O:22]. (3) The product is: [C:1]([O:5][C:6](=[O:27])[NH:7][C:8]1[CH:13]=[CH:12][CH:11]=[CH:10][C:9]=1[NH:14][C:15](=[O:26])[C:16]1[CH:21]=[CH:20][C:19]([CH2:22][CH:23]([NH:43][C:33](=[O:34])[C:32]2[CH:36]=[CH:37][C:38]([O:39][CH3:40])=[C:30]([O:29][CH3:28])[CH:31]=2)[OH:24])=[CH:18][CH:17]=1)([CH3:4])([CH3:2])[CH3:3]. Given the reactants [C:1]([O:5][C:6](=[O:27])[NH:7][C:8]1[CH:13]=[CH:12][CH:11]=[CH:10][C:9]=1[NH:14][C:15](=[O:26])[C:16]1[CH:21]=[CH:20][C:19]([CH:22](N)[CH2:23][OH:24])=[CH:18][CH:17]=1)([CH3:4])([CH3:3])[CH3:2].[CH3:28][O:29][C:30]1[CH:31]=[C:32]([CH:36]=[CH:37][C:38]=1[O:39][CH3:40])[C:33](Cl)=[O:34].CC[N:43](CC)CC.[NH4+].[Cl-], predict the reaction product. (4) Given the reactants [Cl:1][C:2]1[S:6][C:5]([C:7]([NH:9][CH2:10][C:11]2[N:12]=[CH:13][N:14]([C:16]3[CH:21]=[CH:20][C:19](I)=[CH:18][CH:17]=3)[CH:15]=2)=[O:8])=[CH:4][CH:3]=1.[CH3:23][O:24][C:25]1[C:26]([OH:31])=[N:27][CH:28]=[CH:29][CH:30]=1.OC1C=CC=C2C=1N=CC=C2.C([O-])([O-])=O.[K+].[K+], predict the reaction product. The product is: [Cl:1][C:2]1[S:6][C:5]([C:7]([NH:9][CH2:10][C:11]2[N:12]=[CH:13][N:14]([C:16]3[CH:21]=[CH:20][C:19]([N:27]4[CH:28]=[CH:29][CH:30]=[C:25]([O:24][CH3:23])[C:26]4=[O:31])=[CH:18][CH:17]=3)[CH:15]=2)=[O:8])=[CH:4][CH:3]=1. (5) Given the reactants [C:1]([C:5]1[CH:10]=[CH:9][C:8]([C:11]2[C:16]([CH3:17])=[CH:15][C:14]([S:18]C(=O)N(C)C)=[CH:13][C:12]=2[CH3:24])=[CH:7][CH:6]=1)([CH3:4])([CH3:3])[CH3:2].C[O-].[Na+].Cl, predict the reaction product. The product is: [C:1]([C:5]1[CH:6]=[CH:7][C:8]([C:11]2[C:12]([CH3:24])=[CH:13][C:14]([SH:18])=[CH:15][C:16]=2[CH3:17])=[CH:9][CH:10]=1)([CH3:4])([CH3:3])[CH3:2]. (6) Given the reactants [CH2:1](Br)[C:2]1[CH:7]=[CH:6][CH:5]=[CH:4][CH:3]=1.[Cl:9][C:10]1[N:15]=[C:14](Cl)[CH:13]=[CH:12][N:11]=1, predict the reaction product. The product is: [Cl:9][C:10]1[N:15]=[C:14]([CH2:1][C:2]2[CH:7]=[CH:6][CH:5]=[CH:4][CH:3]=2)[CH:13]=[CH:12][N:11]=1.